From a dataset of Peptide-MHC class I binding affinity with 185,985 pairs from IEDB/IMGT. Regression. Given a peptide amino acid sequence and an MHC pseudo amino acid sequence, predict their binding affinity value. This is MHC class I binding data. (1) The peptide sequence is VPAMFTAAL. The MHC is HLA-B27:05 with pseudo-sequence HLA-B27:05. The binding affinity (normalized) is 0.0847. (2) The peptide sequence is ASSMINGVVK. The MHC is HLA-B57:01 with pseudo-sequence HLA-B57:01. The binding affinity (normalized) is 0.107.